From a dataset of Reaction yield outcomes from USPTO patents with 853,638 reactions. Predict the reaction yield, written as a fraction of the theoretical maximum amount of product (1.0 means a 100% yield; for example, 0.34 means a 34% yield). The reactants are [N:1]1([C:7]2[CH:16]=[CH:15][C:14]([NH2:17])=[C:13]3[C:8]=2[CH:9]=[CH:10][CH:11]=[N:12]3)[CH2:6][CH2:5][O:4][CH2:3][CH2:2]1.[N+:18]([C:21]1[CH:26]=[CH:25][CH:24]=[CH:23][C:22]=1[S:27](Cl)(=[O:29])=[O:28])([O-:20])=[O:19]. The catalyst is N1C=CC=CC=1. The product is [N:1]1([C:7]2[CH:16]=[CH:15][C:14]([NH:17][S:27]([C:22]3[CH:23]=[CH:24][CH:25]=[CH:26][C:21]=3[N+:18]([O-:20])=[O:19])(=[O:28])=[O:29])=[C:13]3[C:8]=2[CH:9]=[CH:10][CH:11]=[N:12]3)[CH2:6][CH2:5][O:4][CH2:3][CH2:2]1. The yield is 0.780.